From a dataset of Forward reaction prediction with 1.9M reactions from USPTO patents (1976-2016). Predict the product of the given reaction. (1) Given the reactants [CH:1]1([CH2:4][S:5]([CH2:8][CH:9]([NH:29][C:30]([N:32]2[CH2:37][CH2:36][O:35][CH2:34][CH2:33]2)=[O:31])[C:10](=[O:28])[NH:11][CH:12]([CH:15]([OH:27])[C:16]2[N:20]=[C:19]([C:21]3[CH:26]=[CH:25][CH:24]=[CH:23][CH:22]=3)[O:18][N:17]=2)[CH2:13][CH3:14])(=[O:7])=[O:6])[CH2:3][CH2:2]1.CC(OI1(OC(C)=O)(OC(C)=O)OC(=O)C2C=CC=CC1=2)=O, predict the reaction product. The product is: [CH:1]1([CH2:4][S:5]([CH2:8][CH:9]([NH:29][C:30]([N:32]2[CH2:37][CH2:36][O:35][CH2:34][CH2:33]2)=[O:31])[C:10](=[O:28])[NH:11][CH:12]([C:15]([C:16]2[N:20]=[C:19]([C:21]3[CH:22]=[CH:23][CH:24]=[CH:25][CH:26]=3)[O:18][N:17]=2)=[O:27])[CH2:13][CH3:14])(=[O:6])=[O:7])[CH2:3][CH2:2]1. (2) The product is: [C:1]([O:4][C:5]1[CH:10]=[CH:9][C:8]([N+:11]([O-:13])=[O:12])=[C:7]([OH:14])[CH:6]=1)(=[O:3])[CH3:2]. Given the reactants [C:1]([O:4][C:5]1[CH:10]=[CH:9][C:8]([N+:11]([O-:13])=[O:12])=[C:7]([O:14]C(=O)C)[CH:6]=1)(=[O:3])[CH3:2].[Cl-].[Al+3].[Cl-].[Cl-].O, predict the reaction product. (3) Given the reactants [NH2:1][C:2]1[CH:3]=[C:4]([CH:9]=[C:10]([C:12]2[S:13][C:14]3[CH:15]=[N:16][CH:17]=[CH:18][C:19]=3[N:20]=2)[CH:11]=1)[C:5]([O:7][CH3:8])=[O:6].[CH3:21][O:22][C:23]1[CH:24]=[C:25]([CH:29]=[C:30]([O:34][CH3:35])[C:31]=1[O:32][CH3:33])[C:26](Cl)=[O:27], predict the reaction product. The product is: [N:20]1[C:19]2[CH:18]=[CH:17][N:16]=[CH:15][C:14]=2[S:13][C:12]=1[C:10]1[CH:9]=[C:4]([CH:3]=[C:2]([NH:1][C:26](=[O:27])[C:25]2[CH:24]=[C:23]([O:22][CH3:21])[C:31]([O:32][CH3:33])=[C:30]([O:34][CH3:35])[CH:29]=2)[CH:11]=1)[C:5]([O:7][CH3:8])=[O:6]. (4) Given the reactants [NH2:1][C:2]1[CH:7]=[CH:6][CH:5]=[CH:4][CH:3]=1.[CH:8]1([N:11]([CH2:19][CH3:20])[C:12]2[S:13][CH:14]=[C:15]([CH:17]=O)[N:16]=2)[CH2:10][CH2:9]1.C(O[BH-](OC(=O)C)OC(=O)C)(=O)C.[Na+].[CH3:35][C:36]([CH3:41])([CH3:40])[C:37](Cl)=[O:38].N1C=CC=CC=1, predict the reaction product. The product is: [CH:8]1([N:11]([CH2:19][CH3:20])[C:12]2[S:13][CH:14]=[C:15]([CH2:17][N:1]([C:2]3[CH:7]=[CH:6][CH:5]=[CH:4][CH:3]=3)[C:37](=[O:38])[C:36]([CH3:41])([CH3:40])[CH3:35])[N:16]=2)[CH2:10][CH2:9]1. (5) The product is: [CH:27]1([NH:33][C:2]2[N:10]=[C:9]([C:11]3[CH:16]=[CH:15][CH:14]=[CH:13][N:12]=3)[N:8]=[C:7]3[C:3]=2[N:4]=[CH:5][N:6]3[CH3:17])[CH2:32][CH2:31][CH2:30][CH2:29][CH2:28]1. Given the reactants Cl[C:2]1[N:10]=[C:9]([C:11]2[CH:16]=[CH:15][CH:14]=[CH:13][N:12]=2)[N:8]=[C:7]2[C:3]=1[N:4]=[CH:5][N:6]2[CH3:17].C(N(CC)C(C)C)(C)C.[CH:27]1([NH2:33])[CH2:32][CH2:31][CH2:30][CH2:29][CH2:28]1, predict the reaction product. (6) The product is: [OH:24][C:23]1[C:22]2[C:17](=[CH:18][CH:19]=[CH:20][CH:21]=2)[N:16]([NH:25][CH2:26][CH:27]([CH3:29])[CH3:28])[C:15](=[O:30])[C:14]=1[C:8]1[NH:7][C:6]2[CH:5]=[CH:4][C:3]3[O:31][C:43]([CH2:33][C:34]([O:47][CH3:46])=[O:32])=[N:1][C:2]=3[C:11]=2[S:10](=[O:12])(=[O:13])[N:9]=1. Given the reactants [NH2:1][C:2]1[C:11]2[S:10](=[O:13])(=[O:12])[N:9]=[C:8]([C:14]3[C:15](=[O:30])[N:16]([NH:25][CH2:26][CH:27]([CH3:29])[CH3:28])[C:17]4[C:22]([C:23]=3[OH:24])=[CH:21][CH:20]=[CH:19][CH:18]=4)[NH:7][C:6]=2[CH:5]=[CH:4][C:3]=1[OH:31].[OH2:32].[C:33]1([CH3:43])C=CC(S(O)(=O)=O)=C[CH:34]=1.CN(C)[CH:46]=[O:47], predict the reaction product.